From a dataset of Full USPTO retrosynthesis dataset with 1.9M reactions from patents (1976-2016). Predict the reactants needed to synthesize the given product. (1) Given the product [CH:30]1([NH:29][C:27]([N:26]2[C:21]3[CH:22]=[CH:23][CH:24]=[CH:25][C:20]=3[NH:19][C:3]2=[O:4])=[O:28])[CH2:31][CH2:32][CH2:33][CH2:34][CH2:35]1, predict the reactants needed to synthesize it. The reactants are: C1C(=O)N(OC(ON2C(=O)CCC2=O)=O)[C:3](=[O:4])C1.[NH2:19][C:20]1[CH:25]=[CH:24][CH:23]=[CH:22][C:21]=1[NH:26][C:27]([NH:29][CH:30]1[CH2:35][CH2:34][CH2:33][CH2:32][CH2:31]1)=[O:28]. (2) Given the product [C:23]([O:22][C:21](=[O:27])[NH:20][CH2:19][CH2:18][N:6]1[CH:5]=[C:4]([C:7]#[N:8])[C:3]([C:9]2[CH:10]=[CH:11][CH:12]=[CH:13][CH:14]=2)=[C:2]1[Cl:1])([CH3:26])([CH3:25])[CH3:24], predict the reactants needed to synthesize it. The reactants are: [Cl:1][C:2]1[NH:6][CH:5]=[C:4]([C:7]#[N:8])[C:3]=1[C:9]1[CH:14]=[CH:13][CH:12]=[CH:11][CH:10]=1.[OH-].[Na+].Br[CH2:18][CH2:19][NH:20][C:21](=[O:27])[O:22][C:23]([CH3:26])([CH3:25])[CH3:24]. (3) The reactants are: [N:1]1[C:10]2[C:5](=[CH:6][CH:7]=[CH:8][CH:9]=2)[N:4]=[CH:3][C:2]=1[C:11]([OH:13])=O.Cl.[NH2:15][C@@H:16]([C:18]1[C:23]([F:24])=[CH:22][C:21]([NH:25][S:26]([CH3:29])(=[O:28])=[O:27])=[C:20]([CH3:30])[CH:19]=1)[CH3:17].F[P-](F)(F)(F)(F)F.C[N+](C)=C(N(C)C)ON1C2N=CC=CC=2N=N1.C(N(CC)C(C)C)(C)C. Given the product [F:24][C:23]1[CH:22]=[C:21]([NH:25][S:26]([CH3:29])(=[O:28])=[O:27])[C:20]([CH3:30])=[CH:19][C:18]=1[C@H:16]([NH:15][C:11]([C:2]1[CH:3]=[N:4][C:5]2[C:10](=[CH:9][CH:8]=[CH:7][CH:6]=2)[N:1]=1)=[O:13])[CH3:17], predict the reactants needed to synthesize it. (4) Given the product [CH2:1]([O:3][C:4]1[CH:5]=[C:6]([C:10]2[CH:15]=[CH:14][C:13]([CH2:16][C:17]([OH:19])=[O:18])=[C:12]([N+:25]([O-:27])=[O:26])[CH:11]=2)[CH:7]=[CH:8][CH:9]=1)[CH3:2], predict the reactants needed to synthesize it. The reactants are: [CH2:1]([O:3][C:4]1[CH:5]=[C:6]([C:10]2[CH:15]=[CH:14][C:13]([CH:16](C(OC)=O)[C:17]([O:19]C)=[O:18])=[C:12]([N+:25]([O-:27])=[O:26])[CH:11]=2)[CH:7]=[CH:8][CH:9]=1)[CH3:2].Cl. (5) Given the product [CH3:10][S:9][C:7]1[N:6]=[C:5]2[C:4]3[C:14](=[N:2][NH:1][C:3]=3[N:8]=1)[CH:13]([C:16]([OH:18])=[O:17])[CH2:12][N:11]2[C:21]1[CH:26]=[CH:25][CH:24]=[CH:23][CH:22]=1, predict the reactants needed to synthesize it. The reactants are: [NH:1]([C:3]1[C:4]2[C:14](=O)[CH:13]([C:16]([O:18]CC)=[O:17])[CH2:12][N:11]([C:21]3[CH:26]=[CH:25][CH:24]=[CH:23][CH:22]=3)[C:5]=2[N:6]=[C:7]([S:9][CH3:10])[N:8]=1)[NH2:2].[OH-].[Na+]. (6) Given the product [NH2:1][C:2]1[CH:7]=[CH:6][CH:5]=[CH:4][C:3]=1[C:8](=[C:22]1[CH2:27][CH2:26][N:25]([CH2:28][C:29]2[CH:37]=[CH:38][N:40]=[CH:31][CH:30]=2)[CH2:24][CH2:23]1)[C:9]1[CH:21]=[CH:20][C:12]([C:13]([N:15]([CH2:18][CH3:19])[CH2:16][CH3:17])=[O:14])=[CH:11][CH:10]=1, predict the reactants needed to synthesize it. The reactants are: [NH2:1][C:2]1[CH:7]=[CH:6][CH:5]=[CH:4][C:3]=1[C:8](=[C:22]1[CH2:27][CH2:26][N:25]([CH2:28][CH2:29][CH2:30][CH3:31])[CH2:24][CH2:23]1)[C:9]1[CH:21]=[CH:20][C:12]([C:13]([N:15]([CH2:18][CH3:19])[CH2:16][CH3:17])=[O:14])=[CH:11][CH:10]=1.BrC(=C1CCN(CC2C=CN=CC=2)CC1)C1C=C[C:37]([C:38]([N:40](CC)CC)=O)=CC=1.NC1C=CC=CC=1B(O)O.C([O-])([O-])=O.[Na+].[Na+]. (7) Given the product [CH3:1][C:2]1[CH:3]=[CH:4][C:5]([C:6]([NH:30][CH:25]2[CH2:26][CH2:27][CH2:28][CH2:29][CH:24]2[CH3:23])=[O:8])=[CH:9][CH:10]=1, predict the reactants needed to synthesize it. The reactants are: [CH3:1][C:2]1[CH:10]=[CH:9][C:5]([C:6]([OH:8])=O)=[CH:4][CH:3]=1.Cl.CN(C)CCCN=C=NCC.[CH3:23][CH:24]1[CH2:29][CH2:28][CH2:27][CH2:26][CH:25]1[NH2:30].ClCCl. (8) Given the product [Cl:37][C:2]1[CH:10]=[CH:9][CH:8]=[C:7]2[C:3]=1[CH2:4][CH2:5][CH:6]2[N:11]1[CH:16]=[CH:15][CH:14]=[C:13]([C:17]([NH:19][C:20]2[CH:25]=[CH:24][N:23]=[CH:22][CH:21]=2)=[O:18])[C:12]1=[O:26], predict the reactants needed to synthesize it. The reactants are: N[C:2]1[CH:10]=[CH:9][CH:8]=[C:7]2[C:3]=1[CH2:4][CH2:5][CH:6]2[N:11]1[CH:16]=[CH:15][CH:14]=[C:13]([C:17]([NH:19][C:20]2[CH:25]=[CH:24][N:23]=[CH:22][CH:21]=2)=[O:18])[C:12]1=[O:26].N([O-])=O.[Na+].C([O-])([O-])=O.[Na+].[Na+].[ClH:37]. (9) Given the product [C:52]([O:51][C:49]([N:46]1[CH2:45][CH2:44][CH:43]([NH:42][C:26](=[O:27])[C:25]2[CH:29]=[CH:30][C:22]([NH:21][C:19]3[N:18]=[CH:17][C:8]4[N:9]([CH3:16])[C:10](=[O:15])[C:11]([F:13])([F:14])[CH2:12][N:6]([CH:1]5[CH2:5][CH2:4][CH2:3][CH2:2]5)[C:7]=4[N:20]=3)=[C:23]([O:31][CH3:32])[CH:24]=2)[CH2:48][CH2:47]1)=[O:50])([CH3:55])([CH3:54])[CH3:53], predict the reactants needed to synthesize it. The reactants are: [CH:1]1([N:6]2[CH2:12][C:11]([F:14])([F:13])[C:10](=[O:15])[N:9]([CH3:16])[C:8]3[CH:17]=[N:18][C:19]([NH:21][C:22]4[CH:30]=[CH:29][C:25]([C:26](O)=[O:27])=[CH:24][C:23]=4[O:31][CH3:32])=[N:20][C:7]2=3)[CH2:5][CH2:4][CH2:3][CH2:2]1.C(N(C(C)C)C(C)C)C.[NH2:42][CH:43]1[CH2:48][CH2:47][N:46]([C:49]([O:51][C:52]([CH3:55])([CH3:54])[CH3:53])=[O:50])[CH2:45][CH2:44]1. (10) Given the product [ClH:12].[CH3:1][N:2]1[CH:6]=[N:5][C:4]([C:7](=[NH:13])[NH2:8])=[N:3]1, predict the reactants needed to synthesize it. The reactants are: [CH3:1][N:2]1[CH:6]=[N:5][C:4]([C:7]#[N:8])=[N:3]1.C[O-].[Na+].[Cl-:12].[NH4+:13].